This data is from Forward reaction prediction with 1.9M reactions from USPTO patents (1976-2016). The task is: Predict the product of the given reaction. (1) Given the reactants Cl.[Cl:2][CH2:3][CH2:4][N:5]([CH2:13][CH2:14][Cl:15])[C:6]1[CH:11]=[CH:10][C:9]([NH2:12])=[CH:8][CH:7]=1.Cl[C:17](Cl)([O:19]C(=O)OC(Cl)(Cl)Cl)Cl, predict the reaction product. The product is: [Cl:2][CH2:3][CH2:4][N:5]([C:6]1[CH:11]=[CH:10][C:9]([N:12]=[C:17]=[O:19])=[CH:8][CH:7]=1)[CH2:13][CH2:14][Cl:15]. (2) Given the reactants [CH3:1][O:2][C:3]1[CH:8]=[CH:7][C:6]([CH2:9][C:10]([OH:12])=O)=[CH:5][CH:4]=1.C(N(CC)CC)C.O.ON1C2C=CC=CC=2N=N1.Cl.CN(C)CCCN=C=NCC.[C:43]([O:47][C:48]([N:50]1[CH2:54][C@@H:53]([CH2:55][N:56]([CH:73]([CH3:75])[CH3:74])[C:57](=[O:72])[C:58]2[CH:63]=[CH:62][C:61]([O:64][CH3:65])=[C:60]([O:66][CH2:67][CH2:68][CH2:69][O:70][CH3:71])[CH:59]=2)[C@H:52]([CH2:76][NH:77][CH:78]2[CH2:80][CH2:79]2)[CH2:51]1)=[O:49])([CH3:46])([CH3:45])[CH3:44].C([O-])(O)=O.[Na+], predict the reaction product. The product is: [C:43]([O:47][C:48]([N:50]1[CH2:54][C@@H:53]([CH2:55][N:56]([CH:73]([CH3:74])[CH3:75])[C:57](=[O:72])[C:58]2[CH:63]=[CH:62][C:61]([O:64][CH3:65])=[C:60]([O:66][CH2:67][CH2:68][CH2:69][O:70][CH3:71])[CH:59]=2)[C@H:52]([CH2:76][N:77]([CH:78]2[CH2:79][CH2:80]2)[C:10](=[O:12])[CH2:9][C:6]2[CH:5]=[CH:4][C:3]([O:2][CH3:1])=[CH:8][CH:7]=2)[CH2:51]1)=[O:49])([CH3:45])([CH3:46])[CH3:44]. (3) Given the reactants [CH3:1][O:2][C:3](=[O:7])[C:4]([CH3:6])=[CH2:5].[C:8](#[N:11])[CH:9]=[CH2:10].[CH2:12]=[CH:13][C:14]1[CH:19]=[CH:18][CH:17]=[CH:16][CH:15]=1, predict the reaction product. The product is: [CH3:1][O:2][C:3](=[O:7])[C:4]([CH3:6])=[CH2:5].[CH2:10]=[CH:9][C:8]#[N:11].[CH2:12]=[CH:13][C:14]1[CH:19]=[CH:18][CH:17]=[CH:16][CH:15]=1. (4) Given the reactants C([O:3][CH:4](OCC)[C:5]1[O:9][CH:8]=[C:7](Br)[CH:6]=1)C.[B:14](OC(C)C)([O:19]C(C)C)[O:15]C(C)C.[Mg].CC(CC(C)=O)C, predict the reaction product. The product is: [CH:4]([C:5]1[O:9][CH:8]=[C:7]([B:14]([OH:19])[OH:15])[CH:6]=1)=[O:3]. (5) Given the reactants [N:1]1[S:2][N:3]=[C:4]2[C:9]([CH2:10][N:11]([C@@H:45]([CH3:53])[CH:46]([O:50][CH2:51][CH3:52])[O:47][CH2:48][CH3:49])[C:12](=[O:44])[C@@H:13]([NH:26]C(=O)OCC3C4C=CC=CC=4C4C3=CC=CC=4)[CH2:14][C:15]3[CH:20]=[CH:19][C:18]([O:21][C:22]([CH3:25])([CH3:24])[CH3:23])=[CH:17][CH:16]=3)=[CH:8][CH:7]=[CH:6][C:5]=12.N1CCCCC1, predict the reaction product. The product is: [NH2:26][C@@H:13]([CH2:14][C:15]1[CH:20]=[CH:19][C:18]([O:21][C:22]([CH3:25])([CH3:24])[CH3:23])=[CH:17][CH:16]=1)[C:12]([N:11]([CH2:10][C:9]1[C:4]2[C:5](=[N:1][S:2][N:3]=2)[CH:6]=[CH:7][CH:8]=1)[C@@H:45]([CH3:53])[CH:46]([O:50][CH2:51][CH3:52])[O:47][CH2:48][CH3:49])=[O:44]. (6) Given the reactants [CH3:1][N:2]([CH3:22])[CH:3]([CH2:20][CH3:21])[CH:4]([C:10]1[CH:19]=[CH:18][C:13]2[N:14]=[C:15]([NH2:17])[S:16][C:12]=2[CH:11]=1)[N:5]1[CH:9]=[CH:8][N:7]=[CH:6]1.CCN(C(C)C)C(C)C.Cl[C:33]([O:35][CH2:36][CH3:37])=[O:34], predict the reaction product. The product is: [CH3:1][N:2]([CH3:22])[CH:3]([CH2:20][CH3:21])[CH:4]([C:10]1[CH:19]=[CH:18][C:13]2[N:14]=[C:15]([NH:17][C:33](=[O:34])[O:35][CH2:36][CH3:37])[S:16][C:12]=2[CH:11]=1)[N:5]1[CH:9]=[CH:8][N:7]=[CH:6]1. (7) The product is: [Cl:12][C:3]1[C:4]([Cl:11])=[N:5][CH:6]=[C:7]([C:2]=1[NH:19][C:18]1[CH:20]=[CH:21][C:15]([O:14][CH3:13])=[CH:16][CH:17]=1)[C:8]([OH:10])=[O:9]. Given the reactants Cl[C:2]1[C:7]([C:8]([OH:10])=[O:9])=[CH:6][N:5]=[C:4]([Cl:11])[C:3]=1[Cl:12].[CH3:13][O:14][C:15]1[CH:21]=[CH:20][C:18]([NH2:19])=[CH:17][CH:16]=1, predict the reaction product. (8) Given the reactants [Cl:1][C:2]1[CH:10]=[C:9](I)[C:5]2[O:6][CH2:7][O:8][C:4]=2[C:3]=1[NH:12][C:13]1[C:22]2[C:17](=[CH:18][C:19]([O:27][CH2:28][CH2:29][CH2:30][N:31]3[CH2:36][CH2:35][O:34][CH2:33][CH2:32]3)=[CH:20][C:21]=2[O:23][CH:24]([CH3:26])[CH3:25])[N:16]=[CH:15][N:14]=1.[C:37]([C:39]1[CH:44]=[CH:43][CH:42]=[CH:41][N:40]=1)#[CH:38].C(NC(C)C)(C)C, predict the reaction product. The product is: [Cl:1][C:2]1[CH:10]=[C:9]([C:38]#[C:37][C:39]2[CH:44]=[CH:43][CH:42]=[CH:41][N:40]=2)[C:5]2[O:6][CH2:7][O:8][C:4]=2[C:3]=1[NH:12][C:13]1[C:22]2[C:17](=[CH:18][C:19]([O:27][CH2:28][CH2:29][CH2:30][N:31]3[CH2:36][CH2:35][O:34][CH2:33][CH2:32]3)=[CH:20][C:21]=2[O:23][CH:24]([CH3:26])[CH3:25])[N:16]=[CH:15][N:14]=1.